Task: Predict which catalyst facilitates the given reaction.. Dataset: Catalyst prediction with 721,799 reactions and 888 catalyst types from USPTO (1) Reactant: CON(C)[C:4]([C:6]1[CH:7]=[N:8][O:9][C:10]=1[CH3:11])=[O:5].[CH3:13][Mg]Br. Product: [CH3:11][C:10]1[O:9][N:8]=[CH:7][C:6]=1[C:4](=[O:5])[CH3:13]. The catalyst class is: 28. (2) Reactant: C(OC([N:8]1[CH2:13][CH2:12][CH:11]([CH2:14][CH2:15][C:16](=[O:38])[NH:17][C:18]2[CH:19]=[C:20]3[C:36](=[O:37])[NH:35][N:34]=[CH:33][C:22]4=[C:23]([C:27]5[CH:32]=[CH:31][CH:30]=[CH:29][CH:28]=5)[NH:24][C:25]([CH:26]=2)=[C:21]34)[CH2:10][CH2:9]1)=O)(C)(C)C.[C:39]([OH:45])([C:41]([F:44])([F:43])[F:42])=[O:40]. Product: [F:42][C:41]([F:44])([F:43])[C:39]([OH:45])=[O:40].[O:37]=[C:36]1[C:20]2[C:21]3[C:22](=[C:23]([C:27]4[CH:28]=[CH:29][CH:30]=[CH:31][CH:32]=4)[NH:24][C:25]=3[CH:26]=[C:18]([NH:17][C:16](=[O:38])[CH2:15][CH2:14][CH:11]3[CH2:10][CH2:9][NH:8][CH2:13][CH2:12]3)[CH:19]=2)[CH:33]=[N:34][NH:35]1. The catalyst class is: 2. (3) Reactant: [Cl:1][C:2]1[CH:3]=[C:4]([C:8]2[C:13]3[N:14]([CH2:26][C@H:27]4[CH2:32][CH2:31][C@H:30]([CH3:33])[CH2:29][CH2:28]4)[C:15]([N:17]4[CH2:21][C@H:20]([OH:22])[CH2:19][C@H:18]4[CH:23]([CH3:25])[CH3:24])=[N:16][C:12]=3[CH:11]=[C:10]([C:34]#[N:35])[N:9]=2)[CH:5]=[N:6][CH:7]=1.[CH3:36]I.[H-].[Na+]. Product: [Cl:1][C:2]1[CH:3]=[C:4]([C:8]2[C:13]3[N:14]([CH2:26][C@H:27]4[CH2:28][CH2:29][C@H:30]([CH3:33])[CH2:31][CH2:32]4)[C:15]([N:17]4[CH2:21][C@H:20]([O:22][CH3:36])[CH2:19][C@H:18]4[CH:23]([CH3:24])[CH3:25])=[N:16][C:12]=3[CH:11]=[C:10]([C:34]#[N:35])[N:9]=2)[CH:5]=[N:6][CH:7]=1. The catalyst class is: 1. (4) The catalyst class is: 4. Product: [C:2]([C:4]1[CH:5]=[CH:6][C:7]([CH2:8][N:9]2[CH2:14][CH2:13][N:12]([S:28]([CH:27]=[CH2:26])(=[O:30])=[O:29])[CH2:11][C:10]2=[O:15])=[CH:16][CH:17]=1)#[N:3]. Reactant: Cl.[C:2]([C:4]1[CH:17]=[CH:16][C:7]([CH2:8][N:9]2[CH2:14][CH2:13][NH:12][CH2:11][C:10]2=[O:15])=[CH:6][CH:5]=1)#[N:3].C(N(CC)CC)C.Cl[CH2:26][CH2:27][S:28](Cl)(=[O:30])=[O:29]. (5) Reactant: [NH2:1][CH2:2][C@@H:3]1[C@@H:11]([C@@:12]2([CH3:21])[CH2:17][CH2:16][C@H:15]([OH:18])[CH2:14][C@@H:13]2[CH2:19][OH:20])[CH2:10][CH2:9][C@@:8]2([CH3:22])[C@H:4]1[CH2:5][CH2:6][C:7]2=[CH2:23].CC1C=CC(S(O)(=O)=O)=CC=1.O. Product: [NH2:1][CH2:2][C@H:3]1[C@H:4]2[C@@:8]([CH3:22])([C:7]([CH3:23])=[CH:6][CH2:5]2)[CH2:9][CH2:10][C@@H:11]1[C@@:12]1([CH3:21])[CH2:17][CH2:16][C@H:15]([OH:18])[CH2:14][C@@H:13]1[CH2:19][OH:20]. The catalyst class is: 100. (6) Reactant: [CH3:1][O:2][C:3]([C:5]1[S:6][CH:7]=[CH:8][C:9]=1[CH3:10])=[O:4].C1C(=O)N([Br:18])C(=O)C1.O. Product: [CH3:1][O:2][C:3]([C:5]1[S:6][CH:7]=[CH:8][C:9]=1[CH2:10][Br:18])=[O:4]. The catalyst class is: 340. (7) Reactant: Cl.Cl[C:3]1[CH:4]=[CH:5][C:6]2[CH2:12][CH2:11][C:10]3[CH:13]=[CH:14][CH:15]=[CH:16][C:9]=3[N:8]([CH2:17][CH2:18][CH2:19][NH2:20])[C:7]=2[CH:21]=1.CCN(CC)CC.[F:29][C:30]([F:42])([F:41])[C:31]1[CH:36]=[CH:35][C:34]([S:37](Cl)(=[O:39])=[O:38])=[CH:33][CH:32]=1. Product: [CH:5]1[C:6]2[CH2:12][CH2:11][C:10]3[CH:13]=[CH:14][CH:15]=[CH:16][C:9]=3[N:8]([CH2:17][CH2:18][CH2:19][NH:20][S:37]([C:34]3[CH:33]=[CH:32][C:31]([C:30]([F:29])([F:41])[F:42])=[CH:36][CH:35]=3)(=[O:39])=[O:38])[C:7]=2[CH:21]=[CH:3][CH:4]=1. The catalyst class is: 3. (8) Reactant: Br[C:2]1[CH:3]=[N:4][CH:5]=[C:6]([Br:8])[CH:7]=1.[C:9]1(B(O)O)[CH:14]=[CH:13][CH:12]=[CH:11][CH:10]=1.C(=O)([O-])[O-].[Na+].[Na+]. Product: [Br:8][C:6]1[CH:5]=[N:4][CH:3]=[C:2]([C:9]2[CH:14]=[CH:13][CH:12]=[CH:11][CH:10]=2)[CH:7]=1. The catalyst class is: 234.